Dataset: Full USPTO retrosynthesis dataset with 1.9M reactions from patents (1976-2016). Task: Predict the reactants needed to synthesize the given product. (1) Given the product [O:24]1[CH2:25][CH2:26][CH2:27][CH2:28][CH:23]1[O:22][CH2:21][C:8]1[CH:9]=[CH:10][C:11]([CH2:13][O:14][CH:15]2[CH2:20][CH2:19][CH2:18][CH2:17][O:16]2)=[CH:12][C:7]=1[C:29]([OH:31])=[O:30], predict the reactants needed to synthesize it. The reactants are: C([Li])CCC.Br[C:7]1[CH:12]=[C:11]([CH2:13][O:14][CH:15]2[CH2:20][CH2:19][CH2:18][CH2:17][O:16]2)[CH:10]=[CH:9][C:8]=1[CH2:21][O:22][CH:23]1[CH2:28][CH2:27][CH2:26][CH2:25][O:24]1.[C:29](=[O:31])=[O:30].[Cl-].[NH4+]. (2) Given the product [Cl:5][C:6]1[CH:30]=[CH:29][C:28]([O:31][CH2:32][C@H:33]2[CH2:38][CH2:37][CH2:36][N:35]([CH:2]([CH3:4])[CH3:3])[CH2:34]2)=[CH:27][C:7]=1[C:8]([NH:10][C:11](=[O:26])[NH:12][C:13]1[S:14][C:15]2[CH:21]=[C:20]([S:22]([CH3:25])(=[O:24])=[O:23])[CH:19]=[CH:18][C:16]=2[N:17]=1)=[O:9], predict the reactants needed to synthesize it. The reactants are: I[CH:2]([CH3:4])[CH3:3].[Cl:5][C:6]1[CH:30]=[CH:29][C:28]([O:31][CH2:32][C@H:33]2[CH2:38][CH2:37][CH2:36][NH:35][CH2:34]2)=[CH:27][C:7]=1[C:8]([NH:10][C:11](=[O:26])[NH:12][C:13]1[S:14][C:15]2[CH:21]=[C:20]([S:22]([CH3:25])(=[O:24])=[O:23])[CH:19]=[CH:18][C:16]=2[N:17]=1)=[O:9].C(=O)([O-])[O-].[K+].[K+]. (3) The reactants are: [O:1]1[CH2:5][CH:4]=[CH:3][C@H:2]1[C@H:6]([OH:19])[CH2:7][NH:8]C(=O)OCC1C=CC=CC=1.[Cl-].[NH4+].CC1C=CC(S(O[C@H]2CO[C@@H]3[C@@H](Br)CO[C@H]23)(=O)=O)=CC=1.N. Given the product [NH2:8][CH2:7][C@H:6]([C@@H:2]1[CH:3]=[CH:4][CH2:5][O:1]1)[OH:19], predict the reactants needed to synthesize it. (4) Given the product [NH2:1][C:2]1[CH:3]=[CH:4][C:5]([CH3:26])=[C:6]([C:8]([C:10]2[CH:15]=[CH:14][C:13]([NH:16][C:17]3[CH:22]=[CH:21][C:20]([F:23])=[CH:19][CH:18]=3)=[CH:12][C:11]=2[Cl:25])=[O:9])[CH:7]=1, predict the reactants needed to synthesize it. The reactants are: [NH2:1][C:2]1[CH:3]=[CH:4][C:5]([CH3:26])=[C:6]([C:8]([C:10]2[CH:15]=[CH:14][C:13]([NH:16][C:17]3[CH:22]=[CH:21][C:20]([F:23])=[CH:19][C:18]=3F)=[CH:12][C:11]=2[Cl:25])=[O:9])[CH:7]=1.ClC1C=C(NC2C=CC(F)=CC=2)C=CC=1C(C1C=C([N+]([O-])=O)C=CC=1C)=O. (5) Given the product [CH3:23][C@H:21]1[O:20][C:19](=[O:24])[N:18]([CH2:17][C:16]2[CH:15]=[CH:14][C:13]([O:12][CH2:11][CH:8]3[CH2:9][CH2:10][C:5](=[O:4])[CH2:6][CH2:7]3)=[CH:26][CH:25]=2)[CH2:22]1, predict the reactants needed to synthesize it. The reactants are: O1[C:5]2([CH2:10][CH2:9][CH:8]([CH2:11][O:12][C:13]3[CH:26]=[CH:25][C:16]([CH2:17][N:18]4[CH2:22][C@@H:21]([CH3:23])[O:20][C:19]4=[O:24])=[CH:15][CH:14]=3)[CH2:7][CH2:6]2)[O:4]CC1. (6) Given the product [O:27]1[CH2:28][CH2:29][N:24]([C:2]2[CH:3]=[C:4]([N:11]3[CH2:16][CH2:15][O:14][CH2:13][C:12]3=[O:17])[CH:5]=[C:6]([N+:8]([O-:10])=[O:9])[CH:7]=2)[CH2:25][CH2:26]1, predict the reactants needed to synthesize it. The reactants are: I[C:2]1[CH:3]=[C:4]([N:11]2[CH2:16][CH2:15][O:14][CH2:13][C:12]2=[O:17])[CH:5]=[C:6]([N+:8]([O-:10])=[O:9])[CH:7]=1.C(=O)([O-])[O-].[Cs+].[Cs+].[NH:24]1[CH2:29][CH2:28][O:27][CH2:26][CH2:25]1. (7) Given the product [F:38][C:37]([F:40])([F:39])[S:34]([O:14][C:8]1[CH:9]=[C:10]([CH:12]=[O:13])[CH:11]=[C:6]([O:5][CH2:3][CH3:4])[C:7]=1[C:15]1[CH:16]=[CH:17][C:18]([F:21])=[CH:19][CH:20]=1)(=[O:36])=[O:35], predict the reactants needed to synthesize it. The reactants are: [H-].[Na+].[CH2:3]([O:5][C:6]1[CH:11]=[C:10]([CH:12]=[O:13])[CH:9]=[C:8]([OH:14])[C:7]=1[C:15]1[CH:20]=[CH:19][C:18]([F:21])=[CH:17][CH:16]=1)[CH3:4].CN(C=O)C.C1C=CC(N([S:34]([C:37]([F:40])([F:39])[F:38])(=[O:36])=[O:35])[S:34]([C:37]([F:40])([F:39])[F:38])(=[O:36])=[O:35])=CC=1. (8) Given the product [CH:7]1[C:8]2[C:3](=[C:2]([NH:24][C@@H:21]3[CH2:22][CH2:23][N:19]([C:17]([O:16][C:12]([CH3:15])([CH3:14])[CH3:13])=[O:18])[CH2:20]3)[CH:11]=[CH:10][CH:9]=2)[CH:4]=[CH:5][N:6]=1, predict the reactants needed to synthesize it. The reactants are: Br[C:2]1[CH:11]=[CH:10][CH:9]=[C:8]2[C:3]=1[CH:4]=[CH:5][N:6]=[CH:7]2.[C:12]([O:16][C:17]([N:19]1[CH2:23][CH2:22][C@@H:21]([NH2:24])[CH2:20]1)=[O:18])([CH3:15])([CH3:14])[CH3:13].C(=O)([O-])[O-].[Cs+].[Cs+].